From a dataset of Full USPTO retrosynthesis dataset with 1.9M reactions from patents (1976-2016). Predict the reactants needed to synthesize the given product. (1) Given the product [C:1]([O:5][C:6](=[O:7])[NH:8][CH2:9][C:10]1([CH2:16][C:17](=[O:19])[N:34]([CH2:35][CH3:36])[CH2:32][CH3:33])[CH2:11][CH2:12][CH2:13][CH2:14][CH2:15]1)([CH3:2])([CH3:3])[CH3:4], predict the reactants needed to synthesize it. The reactants are: [C:1]([O:5][C:6]([NH:8][CH2:9][C:10]1([CH2:16][C:17]([OH:19])=O)[CH2:15][CH2:14][CH2:13][CH2:12][CH2:11]1)=[O:7])([CH3:4])([CH3:3])[CH3:2].Cl.CN(C)CCCN=C=NCC.[CH2:32]([N:34](CC)[CH2:35][CH3:36])[CH3:33].C(NCC)C.C(OC(N1C(=O)CC2(CCCCC2)C1)=O)(C)(C)C. (2) Given the product [CH3:18][NH:17][CH2:16][C:14]1[CH:13]=[CH:12][C:11]2[N:7]([CH:2]3[CH2:3][CH2:4][CH2:5][CH2:6][O:1]3)[CH:8]=[N:9][C:10]=2[CH:15]=1, predict the reactants needed to synthesize it. The reactants are: [O:1]1[CH2:6][CH2:5][CH2:4][CH2:3][CH:2]1[N:7]1[C:11]2[CH:12]=[CH:13][C:14]([CH:16]=[N:17][CH3:18])=[CH:15][C:10]=2[N:9]=[CH:8]1.[BH4-].[Na+]. (3) The reactants are: Br[C:2]1[S:3][CH:4]=[C:5]([Br:8])[C:6]=1[CH3:7].[C:9]([Cu])#[N:10].CCOCC. Given the product [Br:8][C:5]1[C:6]([CH3:7])=[C:2]([C:9]#[N:10])[S:3][CH:4]=1, predict the reactants needed to synthesize it. (4) Given the product [NH2:23][C:22]1[C:13]2[C:12](=[N:11][C:10]([NH:9][CH2:8][CH2:1][C:2]3[CH:7]=[CH:6][CH:5]=[CH:4][CH:3]=3)=[C:15]3[CH2:16][O:17][C:18]([CH3:21])([CH3:20])[CH2:19][C:14]3=2)[S:24][C:32]=1[C:33]([NH2:35])=[O:34], predict the reactants needed to synthesize it. The reactants are: [CH2:1]([CH2:8][NH:9][C:10]1[C:15]2[CH2:16][O:17][C:18]([CH3:21])([CH3:20])[CH2:19][C:14]=2[C:13]([C:22]#[N:23])=[C:12]([SH:24])[N:11]=1)[C:2]1[CH:7]=[CH:6][CH:5]=[CH:4][CH:3]=1.C(=O)([O-])[O-].[K+].[K+].Cl[CH2:32][C:33]([NH2:35])=[O:34]. (5) Given the product [O:13]1[CH2:14][CH2:15][CH2:16][CH:12]1[CH2:11][O:1][C:2]1[CH:9]=[CH:8][C:5]([CH:6]=[O:7])=[CH:4][CH:3]=1, predict the reactants needed to synthesize it. The reactants are: [OH:1][C:2]1[CH:9]=[CH:8][C:5]([CH:6]=[O:7])=[CH:4][CH:3]=1.Br[CH2:11][CH:12]1[CH2:16][CH2:15][CH2:14][O:13]1.[I-].[Na+]. (6) Given the product [N+:1](/[C:4](/[CH2:5][CH3:6])=[CH:13]/[CH2:12][CH2:11][CH2:10][CH:9]=[O:15])([O-:3])=[O:2], predict the reactants needed to synthesize it. The reactants are: [N+:1]([CH2:4][CH2:5][CH3:6])([O-:3])=[O:2].CO[CH:9]([O:15]C)[CH2:10][CH2:11][CH2:12][CH:13]=O. (7) The reactants are: [OH:1][N:2]1[CH:6]=[CH:5][CH:4]=[N:3]1.[CH3:7][N:8]([C:12]1[CH:17]=[CH:16][CH:15]=[CH:14][CH:13]=1)[C:9](Cl)=[O:10]. Given the product [N:2]1([O:1][C:9](=[O:10])[N:8]([CH3:7])[C:12]2[CH:17]=[CH:16][CH:15]=[CH:14][CH:13]=2)[CH:6]=[CH:5][CH:4]=[N:3]1, predict the reactants needed to synthesize it. (8) Given the product [Cl:50][CH2:49][CH2:48][N:47]([CH3:46])[C:34](=[O:35])[C:33]1[CH:37]=[CH:38][CH:39]=[C:31]([C:29]([NH:28][C:17]2[CH:18]=[CH:19][C:20]([N:22]3[CH2:27][CH2:26][CH2:25][CH2:24][CH2:23]3)=[CH:21][C:16]=2[C:12]2[CH:11]=[C:10]([C:8](=[O:9])[NH:7][CH2:6][C:5]3[CH:40]=[CH:41][CH:42]=[C:3]([C:2]([F:43])([F:1])[F:44])[CH:4]=3)[CH:15]=[CH:14][N:13]=2)=[O:30])[CH:32]=1, predict the reactants needed to synthesize it. The reactants are: [F:1][C:2]([F:44])([F:43])[C:3]1[CH:4]=[C:5]([CH:40]=[CH:41][CH:42]=1)[CH2:6][NH:7][C:8]([C:10]1[CH:15]=[CH:14][N:13]=[C:12]([C:16]2[CH:21]=[C:20]([N:22]3[CH2:27][CH2:26][CH2:25][CH2:24][CH2:23]3)[CH:19]=[CH:18][C:17]=2[NH:28][C:29]([C:31]2[CH:32]=[C:33]([CH:37]=[CH:38][CH:39]=2)[C:34](O)=[O:35])=[O:30])[CH:11]=1)=[O:9].Cl.[CH3:46][NH:47][CH2:48][CH2:49][Cl:50].C(N(C(C)C)CC)(C)C.CN(C(ON1N=NC2C=CC=NC1=2)=[N+](C)C)C.F[P-](F)(F)(F)(F)F. (9) Given the product [NH2:3][C:4]1[C:5]2[N:6]([C:10]([C@H:14]3[CH2:19][NH:18][C@H:17]([C@@H:22]([OH:21])[CH3:23])[CH2:16][CH2:15]3)=[N:11][C:12]=2[Br:13])[CH:7]=[CH:8][N:9]=1, predict the reactants needed to synthesize it. The reactants are: [OH-].[K+].[NH2:3][C:4]1[C:5]2[N:6]([C:10]([C@H:14]3[CH2:19][N:18]4C(=O)[O:21][C@@H:22]([CH3:23])[C@@H:17]4[CH2:16][CH2:15]3)=[N:11][C:12]=2[Br:13])[CH:7]=[CH:8][N:9]=1. (10) Given the product [N+:50]([C:53]1[CH:54]=[CH:55][C:56]([S:59]([O:8][CH2:9][C@H:10]2[CH2:12][N:11]2[C:13]([O:15][C:16]([CH3:17])([CH3:18])[CH3:19])=[O:14])(=[O:61])=[O:60])=[CH:57][CH:58]=1)([O-:52])=[O:51], predict the reactants needed to synthesize it. The reactants are: [Si]([O:8][CH2:9][C@H:10]1[CH2:12][N:11]1[C:13]([O:15][C:16]([CH3:19])([CH3:18])[CH3:17])=[O:14])(C(C)(C)C)(C)C.CCCC[N+](CCCC)(CCCC)CCCC.[F-].C1COCC1.CCN(CC)CC.[N+:50]([C:53]1[CH:58]=[CH:57][C:56]([S:59](Cl)(=[O:61])=[O:60])=[CH:55][CH:54]=1)([O-:52])=[O:51].